This data is from Full USPTO retrosynthesis dataset with 1.9M reactions from patents (1976-2016). The task is: Predict the reactants needed to synthesize the given product. Given the product [Br:18][C:8]1[CH:9]=[C:10]([C:15]([NH2:17])=[O:16])[C:11]2[NH:12][C:13]3[C:5]([C:6]=2[CH:7]=1)=[CH:4][CH:3]=[C:2]([N:1]1[CH2:26][CH2:25][N:23]([CH3:24])[CH2:22][CH2:21]1)[CH:14]=3, predict the reactants needed to synthesize it. The reactants are: [NH2:1][C:2]1[CH:14]=[C:13]2[C:5]([C:6]3[CH:7]=[C:8]([Br:18])[CH:9]=[C:10]([C:15]([NH2:17])=[O:16])[C:11]=3[NH:12]2)=[CH:4][CH:3]=1.Cl.Cl[CH2:21][CH2:22][N:23]([CH2:25][CH2:26]Cl)[CH3:24].C(=O)([O-])[O-].[Na+].[Na+].